This data is from Full USPTO retrosynthesis dataset with 1.9M reactions from patents (1976-2016). The task is: Predict the reactants needed to synthesize the given product. Given the product [N:6]1[CH:7]=[CH:8][C:3]([C:37]([C@H:28]2[CH2:33][CH2:32][CH2:31][CH2:30][C@H:29]2[C:34]([OH:36])=[O:35])=[O:38])=[CH:4][CH:5]=1, predict the reactants needed to synthesize it. The reactants are: Cl.Br[C:3]1[CH:8]=[CH:7][N:6]=[CH:5][CH:4]=1.C(=O)([O-])[O-].[K+].[K+].[Cl-].[Na+].C([Li])CCC.CCCCCC.[C@@H:28]12[C:37](=[O:38])[O:36][C:34](=[O:35])[C@@H:29]1[CH2:30][CH2:31][CH2:32][CH2:33]2.